Task: Predict the reactants needed to synthesize the given product.. Dataset: Retrosynthesis with 50K atom-mapped reactions and 10 reaction types from USPTO Given the product CCCS(=O)(=O)N1CCC(CC(=O)Nc2ccc(-c3cc(F)cc(F)c3)nc2)CC1, predict the reactants needed to synthesize it. The reactants are: CCCS(=O)(=O)N1CCC(CC(=O)Nc2ccc(Br)nc2)CC1.OB(O)c1cc(F)cc(F)c1.